From a dataset of Full USPTO retrosynthesis dataset with 1.9M reactions from patents (1976-2016). Predict the reactants needed to synthesize the given product. (1) Given the product [C:1]([O:5][C:6]([N:8]1[C:16]2[CH:15]=[C:14]([C:17](=[O:21])[CH:18]([CH3:19])[CH3:20])[N:13]=[CH:12][C:11]=2[C:10]([CH3:22])([CH3:23])[CH2:9]1)=[O:7])([CH3:4])([CH3:3])[CH3:2], predict the reactants needed to synthesize it. The reactants are: [C:1]([O:5][C:6]([N:8]1[C:16]2[CH:15]=[C:14]([CH:17]([OH:21])[CH:18]([CH3:20])[CH3:19])[N:13]=[CH:12][C:11]=2[C:10]([CH3:23])([CH3:22])[CH2:9]1)=[O:7])([CH3:4])([CH3:3])[CH3:2]. (2) Given the product [Cl:17][C:14]1[CH:15]=[CH:16][C:11]([CH2:10][CH2:9][NH:8][C:6](=[O:7])[C:5]2[CH:18]=[CH:19][C:2]([N:27]3[CH2:28][CH2:29][N:24]([CH2:23][CH:20]4[CH2:22][CH2:21]4)[CH2:25][CH2:26]3)=[N:3][CH:4]=2)=[CH:12][CH:13]=1, predict the reactants needed to synthesize it. The reactants are: Cl[C:2]1[CH:19]=[CH:18][C:5]([C:6]([NH:8][CH2:9][CH2:10][C:11]2[CH:16]=[CH:15][C:14]([Cl:17])=[CH:13][CH:12]=2)=[O:7])=[CH:4][N:3]=1.[CH:20]1([CH2:23][N:24]2[CH2:29][CH2:28][NH:27][CH2:26][CH2:25]2)[CH2:22][CH2:21]1. (3) Given the product [Cl:1][C:2]1[CH:3]=[CH:4][C:5]([C@H:8]([C:28]2[C:179]3[C:178](=[C:177]([F:176])[CH:182]=[C:181]([CH3:183])[CH:180]=3)[NH:184][CH:29]=2)[C@@H:9]([C:13]2[CH:14]=[CH:15][C:16]([C:17]([NH:19][CH2:20][CH2:21][C:22]([OH:24])=[O:23])=[O:18])=[CH:26][CH:27]=2)[CH2:10][CH2:11][CH3:12])=[CH:6][CH:7]=1, predict the reactants needed to synthesize it. The reactants are: [Cl:1][C:2]1[CH:7]=[CH:6][C:5]([CH:8]([CH2:28][CH:29]=O)[CH:9]([C:13]2[CH:27]=[CH:26][C:16]([C:17]([NH:19][CH2:20][CH2:21][C:22]([O:24]C)=[O:23])=[O:18])=[CH:15][CH:14]=2)[CH2:10][CH2:11][CH3:12])=[CH:4][CH:3]=1.CC(C1NC(=O)C(CCSC)NC(=O)C(NC(C(NC(C(NC(C(NC(C(N)CC(O)=O)=O)C(O)C)=O)CCSC)=O)CCCNC(N)=N)=O)CSSCC(C(NC(C(NC(C(NC(C(O)=O)C(C)C)=O)CCC(O)=O)=O)CC2C3C(=CC=CC=3)NC=2)=O)NC(=O)C2N(CCC2)C(=O)C(CCCNC(N)=N)NC(=O)C(CC2C=CC(O)=CC=2)NC(=O)C(C(C)C)NC(=O)C(CCCNC(N)=N)NC(=O)CNC1=O)C.Cl.[F:176][C:177]1[CH:182]=[C:181]([CH3:183])[CH:180]=[CH:179][C:178]=1[NH:184]N. (4) Given the product [CH3:1][N:2]([CH3:31])[C:3](=[O:30])[CH2:4][N:5]1[C:14]2[C:9](=[N:10][CH:11]=[C:12]([CH2:15][C:16]3[CH:17]=[CH:18][C:19]([F:22])=[CH:20][CH:21]=3)[CH:13]=2)[C:8]([O-:23])=[C:7]([C:24]([NH:32][CH2:33][C@H:34]([OH:36])[CH3:35])=[O:25])[C:6]1=[O:29].[Na+:38], predict the reactants needed to synthesize it. The reactants are: [CH3:1][N:2]([CH3:31])[C:3](=[O:30])[CH2:4][N:5]1[C:14]2[C:9](=[N:10][CH:11]=[C:12]([CH2:15][C:16]3[CH:21]=[CH:20][C:19]([F:22])=[CH:18][CH:17]=3)[CH:13]=2)[C:8]([OH:23])=[C:7]([C:24](OCC)=[O:25])[C:6]1=[O:29].[NH2:32][CH2:33][C@H:34]([OH:36])[CH3:35].[OH-].[Na+:38]. (5) Given the product [C:32]([O:51][CH2:52][C@@H:53]([O:54][C:55](=[O:73])[CH2:56][CH2:57][CH2:58][CH2:59][CH2:60][CH2:61][CH2:62]/[CH:63]=[CH:64]\[CH2:65][CH2:66][CH2:67][CH2:68][CH2:69][CH2:70][CH2:71][CH3:72])[CH2:74][O:75][P:76]([O:79][CH2:80][CH2:81][NH:82][C:18](=[O:20])/[CH:17]=[C:16](\[CH3:21])/[CH:15]=[CH:14]/[CH:13]=[C:12](\[CH3:22])/[CH:11]=[CH:10]/[C:3]1[C:4]([CH3:8])([CH3:9])[CH2:5][CH2:6][CH2:7][C:2]=1[CH3:1])([OH:78])=[O:77])(=[O:50])[CH2:33][CH2:34][CH2:35][CH2:36][CH2:37][CH2:38][CH2:39]/[CH:40]=[CH:41]\[CH2:42][CH2:43][CH2:44][CH2:45][CH2:46][CH2:47][CH2:48][CH3:49], predict the reactants needed to synthesize it. The reactants are: [CH3:1][C:2]1[CH2:7][CH2:6][CH2:5][C:4]([CH3:9])([CH3:8])[C:3]=1/[CH:10]=[CH:11]/[C:12](/[CH3:22])=[CH:13]/[CH:14]=[CH:15]/[C:16](/[CH3:21])=[CH:17]/[C:18]([OH:20])=O.C(N(S(F)(F)F)CC)C.[C:32]([O:51][CH2:52][C@H:53]([CH2:74][O:75][P:76]([O:79][CH2:80][CH2:81][NH2:82])([OH:78])=[O:77])[O:54][C:55](=[O:73])[CH2:56][CH2:57][CH2:58][CH2:59][CH2:60][CH2:61][CH2:62]/[CH:63]=[CH:64]\[CH2:65][CH2:66][CH2:67][CH2:68][CH2:69][CH2:70][CH2:71][CH3:72])(=[O:50])[CH2:33][CH2:34][CH2:35][CH2:36][CH2:37][CH2:38][CH2:39]/[CH:40]=[CH:41]\[CH2:42][CH2:43][CH2:44][CH2:45][CH2:46][CH2:47][CH2:48][CH3:49]. (6) Given the product [C:1]([NH:5][C:6]1[C:15]2[C:10](=[C:11]([NH:16][C:25](=[O:26])[C:24]3[C:19]([Cl:18])=[CH:20][CH:21]=[C:22]([CH2:29][NH:30][C:31](=[O:36])[C:32]([CH3:33])([CH3:34])[CH3:35])[C:23]=3[F:28])[CH:12]=[CH:13][CH:14]=2)[N:9]=[C:8]([CH3:17])[N:7]=1)([CH3:4])([CH3:3])[CH3:2], predict the reactants needed to synthesize it. The reactants are: [C:1]([NH:5][C:6]1[C:15]2[C:10](=[C:11]([NH2:16])[CH:12]=[CH:13][CH:14]=2)[N:9]=[C:8]([CH3:17])[N:7]=1)([CH3:4])([CH3:3])[CH3:2].[Cl:18][C:19]1[C:24]([C:25](O)=[O:26])=[C:23]([F:28])[C:22]([CH2:29][NH:30][C:31](=[O:36])[C:32]([CH3:35])([CH3:34])[CH3:33])=[CH:21][CH:20]=1.C(Cl)(=O)C(Cl)=O.CCN(C(C)C)C(C)C. (7) Given the product [NH:40]1[C:36]([C:31]2[CH:32]=[CH:33][CH:34]=[CH:35][C:30]=2[C:26]2[CH:25]=[C:24]3[C:29](=[CH:28][CH:27]=2)[C@@H:21]([N:20]2[C:6]4=[N:7][C:8]([CH2:12][CH:13]5[CH2:18][CH2:17][CH2:16][CH2:15][CH:14]5[OH:19])=[CH:9][C:10]([CH3:11])=[C:5]4[N:4]=[C:3]2[CH2:1][CH3:2])[CH2:22][CH2:23]3)=[N:37][N:38]=[N:39]1, predict the reactants needed to synthesize it. The reactants are: [CH2:1]([C:3]1[N:20]([C@@H:21]2[C:29]3[C:24](=[CH:25][C:26]([C:30]4[CH:35]=[CH:34][CH:33]=[CH:32][C:31]=4[C:36]4[N:40](C(C5C=CC=CC=5)(C5C=CC=CC=5)C5C=CC=CC=5)[N:39]=[N:38][N:37]=4)=[CH:27][CH:28]=3)[CH2:23][CH2:22]2)[C:6]2=[N:7][C:8]([CH2:12][CH:13]3[CH2:18][CH2:17][CH2:16][CH2:15][C:14]3=[O:19])=[CH:9][C:10]([CH3:11])=[C:5]2[N:4]=1)[CH3:2].[H-].[Al+3].[Li+].[H-].[H-].[H-].